From a dataset of Reaction yield outcomes from USPTO patents with 853,638 reactions. Predict the reaction yield, written as a fraction of the theoretical maximum amount of product (1.0 means a 100% yield; for example, 0.34 means a 34% yield). The reactants are F.F.F.C(N(CC)CC)C.C(N(CC)CC)C.[Si]([O:35][CH2:36][C@H:37]1[O:41][C@@H:40]([N:42]2[CH:49]=[C:48]([CH3:50])[C:46](=[O:47])[NH:45][C:43]2=[O:44])[C@H:39]([O:51][CH2:52][CH2:53][O:54][N:55]([CH3:57])[CH3:56])[C@@H:38]1[OH:58])(C(C)(C)C)(C1C=CC=CC=1)C1C=CC=CC=1.CO. The catalyst is C1COCC1.C(Cl)Cl. The product is [CH3:56][N:55]([CH3:57])[O:54][CH2:53][CH2:52][O:51][C@@H:39]1[C@H:38]([OH:58])[C@@H:37]([CH2:36][OH:35])[O:41][C@H:40]1[N:42]1[CH:49]=[C:48]([CH3:50])[C:46](=[O:47])[NH:45][C:43]1=[O:44]. The yield is 0.925.